Dataset: Ames mutagenicity test results for genotoxicity prediction. Task: Regression/Classification. Given a drug SMILES string, predict its toxicity properties. Task type varies by dataset: regression for continuous values (e.g., LD50, hERG inhibition percentage) or binary classification for toxic/non-toxic outcomes (e.g., AMES mutagenicity, cardiotoxicity, hepatotoxicity). Dataset: ames. The drug is Nc1cc(Cl)cc(Cl)c1O. The result is 0 (non-mutagenic).